This data is from NCI-60 drug combinations with 297,098 pairs across 59 cell lines. The task is: Regression. Given two drug SMILES strings and cell line genomic features, predict the synergy score measuring deviation from expected non-interaction effect. (1) Drug 1: CC1=C(C=C(C=C1)NC2=NC=CC(=N2)N(C)C3=CC4=NN(C(=C4C=C3)C)C)S(=O)(=O)N.Cl. Drug 2: C1=CC(=CC=C1CCC2=CNC3=C2C(=O)NC(=N3)N)C(=O)NC(CCC(=O)O)C(=O)O. Cell line: HCT116. Synergy scores: CSS=35.1, Synergy_ZIP=2.52, Synergy_Bliss=-1.24, Synergy_Loewe=-13.7, Synergy_HSA=-1.79. (2) Drug 1: C1=CC(=C2C(=C1NCCNCCO)C(=O)C3=C(C=CC(=C3C2=O)O)O)NCCNCCO. Drug 2: CC1=C(C=C(C=C1)NC(=O)C2=CC=C(C=C2)CN3CCN(CC3)C)NC4=NC=CC(=N4)C5=CN=CC=C5. Cell line: SF-539. Synergy scores: CSS=56.3, Synergy_ZIP=5.39, Synergy_Bliss=2.58, Synergy_Loewe=-5.01, Synergy_HSA=5.62. (3) Drug 1: C1C(C(OC1N2C=NC3=C(N=C(N=C32)Cl)N)CO)O. Drug 2: CC(C)(C#N)C1=CC(=CC(=C1)CN2C=NC=N2)C(C)(C)C#N. Cell line: RPMI-8226. Synergy scores: CSS=42.3, Synergy_ZIP=-5.83, Synergy_Bliss=-14.0, Synergy_Loewe=-16.4, Synergy_HSA=-14.1.